Predict which catalyst facilitates the given reaction. From a dataset of Catalyst prediction with 721,799 reactions and 888 catalyst types from USPTO. (1) Reactant: [NH2:1][C:2]1[CH:6]=[CH:5][S:4][C:3]=1[C:7]([O:9]C)=O.[C:11]([C:13]1[CH:18]=[CH:17][CH:16]=[CH:15][N:14]=1)#[N:12].C(O[K])(C)(C)C. Product: [N:14]1[CH:15]=[CH:16][CH:17]=[CH:18][C:13]=1[C:11]1[N:12]=[C:7]([OH:9])[C:3]2[S:4][CH:5]=[CH:6][C:2]=2[N:1]=1. The catalyst class is: 1. (2) Reactant: C([O:8][CH2:9][CH2:10][CH:11]1[N:16]2[C:17]3[CH:18]=[CH:19][CH:20]=[C:21]([F:24])[C:22]=3[CH:23]=[C:15]2[C:14]2[N:25]=[C:26]([C:29]3[C:30]([N:49]([CH3:54])[S:50]([CH3:53])(=[O:52])=[O:51])=[CH:31][C:32]4[O:36][C:35]([C:37]5[CH:42]=[CH:41][C:40]([F:43])=[CH:39][CH:38]=5)=[C:34]([C:44]([NH:46][CH3:47])=[O:45])[C:33]=4[CH:48]=3)[CH:27]=[CH:28][C:13]=2[O:12]1)C1C=CC=CC=1. Product: [F:24][C:21]1[C:22]2[CH:23]=[C:15]3[C:14]4[N:25]=[C:26]([C:29]5[C:30]([N:49]([CH3:54])[S:50]([CH3:53])(=[O:52])=[O:51])=[CH:31][C:32]6[O:36][C:35]([C:37]7[CH:42]=[CH:41][C:40]([F:43])=[CH:39][CH:38]=7)=[C:34]([C:44]([NH:46][CH3:47])=[O:45])[C:33]=6[CH:48]=5)[CH:27]=[CH:28][C:13]=4[O:12][CH:11]([CH2:10][CH2:9][OH:8])[N:16]3[C:17]=2[CH:18]=[CH:19][CH:20]=1. The catalyst class is: 19. (3) The catalyst class is: 11. Product: [C:1]([C:5]1[CH:10]=[CH:9][C:8]([N:11]2[C:24](=[O:23])[C:25]([CH3:28])([CH3:27])[NH:26][C:12]2=[O:13])=[CH:7][CH:6]=1)([CH3:4])([CH3:2])[CH3:3]. Reactant: [C:1]([C:5]1[CH:10]=[CH:9][C:8]([N:11]=[C:12]=[O:13])=[CH:7][CH:6]=1)([CH3:4])([CH3:3])[CH3:2].C(N(CC)CC)C.Cl.C[O:23][C:24](=O)[C:25]([CH3:28])([CH3:27])[NH2:26]. (4) Reactant: S(=O)(=O)(O)[OH:2].[S:6]1[C:10]2[CH:11]=[C:12]([NH:15][C:16](=[O:20])[CH:17]=NO)[CH:13]=[CH:14][C:9]=2[N:8]=[CH:7]1. Product: [S:6]1[C:10]2[C:9](=[CH:14][CH:13]=[C:12]3[C:11]=2[C:17](=[O:2])[C:16](=[O:20])[NH:15]3)[N:8]=[CH:7]1. The catalyst class is: 6. (5) Reactant: [Cl:1][C:2]1[CH:3]=[C:4]([C:10]2([C:25]([F:28])([F:27])[F:26])[O:14][N:13]=[C:12]([C:15]3[CH:23]=[CH:22][C:18]([C:19]([OH:21])=O)=[C:17]([CH3:24])[CH:16]=3)[CH2:11]2)[CH:5]=[C:6]([Cl:9])[C:7]=1[Cl:8].CCN(C(C)C)C(C)C.CN(C(ON1N=NC2C=CC=NC1=2)=[N+](C)C)C.F[P-](F)(F)(F)(F)F.Cl.[NH2:63][CH2:64][C:65]1[CH:66]=[CH:67][C:68]2[C:72]([CH2:75][F:76])([CH2:73][F:74])[O:71][B:70]([OH:77])[C:69]=2[CH:78]=1. Product: [F:76][CH2:75][C:72]1([CH2:73][F:74])[O:71][B:70]([OH:77])[C:69]2[CH:78]=[C:65]([CH2:64][NH:63][C:19](=[O:21])[C:18]3[CH:22]=[CH:23][C:15]([C:12]4[CH2:11][C:10]([C:4]5[CH:5]=[C:6]([Cl:9])[C:7]([Cl:8])=[C:2]([Cl:1])[CH:3]=5)([C:25]([F:27])([F:26])[F:28])[O:14][N:13]=4)=[CH:16][C:17]=3[CH3:24])[CH:66]=[CH:67][C:68]1=2. The catalyst class is: 3. (6) Reactant: [F:1][C:2]1[CH:7]=[CH:6][CH:5]=[C:4]([F:8])[C:3]=1[CH:9]1[O:13][N:12]=[C:11]([C:14]2[N:15]=[C:16]([CH:19]3[CH2:24][CH2:23][NH:22][NH:21][CH2:20]3)[S:17][CH:18]=2)[CH2:10]1.[CH3:25][C:26]1[N:30]([CH2:31][C:32](O)=[O:33])[N:29]=[C:28]([C:35]([F:38])([F:37])[F:36])[CH:27]=1. Product: [F:8][C:4]1[CH:5]=[CH:6][CH:7]=[C:2]([F:1])[C:3]=1[CH:9]1[O:13][N:12]=[C:11]([C:14]2[N:15]=[C:16]([CH:19]3[CH2:24][CH2:23][N:22]([C:32](=[O:33])[CH2:31][N:30]4[C:26]([CH3:25])=[CH:27][C:28]([C:35]([F:38])([F:37])[F:36])=[N:29]4)[NH:21][CH2:20]3)[S:17][CH:18]=2)[CH2:10]1. The catalyst class is: 4.